From a dataset of CYP2D6 inhibition data for predicting drug metabolism from PubChem BioAssay. Regression/Classification. Given a drug SMILES string, predict its absorption, distribution, metabolism, or excretion properties. Task type varies by dataset: regression for continuous measurements (e.g., permeability, clearance, half-life) or binary classification for categorical outcomes (e.g., BBB penetration, CYP inhibition). Dataset: cyp2d6_veith. (1) The molecule is CCC(=O)NC(=S)NNC(=O)c1ccc(OC)cc1. The result is 0 (non-inhibitor). (2) The compound is N[C@@H](Cc1cc(-c2ccc(Cl)cc2Cl)cc(CP(=O)(O)O)c1O)C(=O)O. The result is 0 (non-inhibitor). (3) The molecule is NCCC[C@@](N)(C(=O)O)C(F)F. The result is 0 (non-inhibitor). (4) The compound is O=S(=O)(O)c1ccc(N=Nc2ccc3c(S(=O)(=O)O)cccc3c2O)c2ccccc12. The result is 0 (non-inhibitor). (5) The result is 0 (non-inhibitor). The drug is Cc1cc(N2CCN(c3nc4ccccc4s3)CC2)n2ncnc2n1.